Dataset: Forward reaction prediction with 1.9M reactions from USPTO patents (1976-2016). Task: Predict the product of the given reaction. (1) Given the reactants [C:1]([O:5][C:6]([N:8]1[CH2:13][CH2:12][NH:11][C:10](=[O:14])[CH2:9]1)=[O:7])([CH3:4])([CH3:3])[CH3:2].[H-].[Na+].Br[CH2:18][C:19]#[N:20], predict the reaction product. The product is: [C:1]([O:5][C:6]([N:8]1[CH2:13][CH2:12][N:11]([CH2:18][C:19]#[N:20])[C:10](=[O:14])[CH2:9]1)=[O:7])([CH3:4])([CH3:2])[CH3:3]. (2) Given the reactants Br[C:2]1[CH:16]=[N:15][C:5]2[NH:6][C:7]3[CH:12]=[N:11][C:10]([CH2:13][OH:14])=[CH:9][C:8]=3[C:4]=2[CH:3]=1.[CH3:17][N:18]1[CH2:23][CH2:22][N:21]([C:24]2[CH:29]=[CH:28][C:27](B3OC(C)(C)C(C)(C)O3)=[CH:26][CH:25]=2)[CH2:20][CH2:19]1, predict the reaction product. The product is: [CH3:17][N:18]1[CH2:23][CH2:22][N:21]([C:24]2[CH:25]=[CH:26][C:27]([C:2]3[CH:16]=[N:15][C:5]4[NH:6][C:7]5[CH:12]=[N:11][C:10]([CH2:13][OH:14])=[CH:9][C:8]=5[C:4]=4[CH:3]=3)=[CH:28][CH:29]=2)[CH2:20][CH2:19]1. (3) The product is: [CH:33]([O:32][C:30](=[O:31])[NH:29][C@@H:27]1[CH2:28][C:16]2[N:15]([CH2:14][C@@H:9]3[C@@H:10]([OH:13])[CH2:11][CH2:12][NH:8]3)[C:23]3[CH:22]=[CH:21][C:20]([C:24]#[N:25])=[CH:19][C:18]=3[C:17]=2[CH2:26]1)([CH3:35])[CH3:34]. Given the reactants C(OC([N:8]1[CH2:12][CH2:11][C@H:10]([OH:13])[C@H:9]1[CH2:14][N:15]1[C:23]2[CH:22]=[CH:21][C:20]([C:24]#[N:25])=[CH:19][C:18]=2[C:17]2[CH2:26][C@H:27]([NH:29][C:30]([O:32][CH:33]([CH3:35])[CH3:34])=[O:31])[CH2:28][C:16]1=2)=O)(C)(C)C.Cl, predict the reaction product. (4) Given the reactants CC1(C)C(C)(C)OB([C:9]2[CH:10]=[CH:11][C:12]([N:15]3[CH2:20][CH2:19][O:18][CH2:17][CH2:16]3)=[N:13][CH:14]=2)O1.[NH2:22][C:23]1[C:32](Br)=[N:31][C:30]([Br:34])=[CH:29][C:24]=1[C:25]([O:27][CH3:28])=[O:26].C([O-])([O-])=O.[K+].[K+], predict the reaction product. The product is: [NH2:22][C:23]1[C:32]([C:9]2[CH:14]=[N:13][C:12]([N:15]3[CH2:16][CH2:17][O:18][CH2:19][CH2:20]3)=[CH:11][CH:10]=2)=[N:31][C:30]([Br:34])=[CH:29][C:24]=1[C:25]([O:27][CH3:28])=[O:26]. (5) Given the reactants [OH:1][C:2]1[N:7]=[C:6]([C:8]([O:10][CH3:11])=[O:9])[CH:5]=[CH:4][CH:3]=1.Br[CH2:13][C:14]1[CH:19]=[CH:18][CH:17]=[CH:16][CH:15]=1, predict the reaction product. The product is: [CH2:13]([O:1][C:2]1[N:7]=[C:6]([C:8]([O:10][CH3:11])=[O:9])[CH:5]=[CH:4][CH:3]=1)[C:14]1[CH:19]=[CH:18][CH:17]=[CH:16][CH:15]=1.